This data is from Reaction yield outcomes from USPTO patents with 853,638 reactions. The task is: Predict the reaction yield, written as a fraction of the theoretical maximum amount of product (1.0 means a 100% yield; for example, 0.34 means a 34% yield). (1) The product is [CH:24]1([CH2:23][C@H:22]([C:29]2[CH:30]=[CH:31][C:32]([S:35]([CH3:38])(=[O:37])=[O:36])=[CH:33][CH:34]=2)[C:21]([NH:20][C:17]2[CH:18]=[CH:19][N:15]([CH2:14][C:55]([OH:57])([CH3:56])[CH3:54])[N:16]=2)=[O:40])[CH2:28][CH2:27][CH2:26][CH2:25]1. The catalyst is C(Cl)Cl.CN(C)C=O. The reactants are C(OC(=O)NC1C=CC=C([CH2:14][N:15]2[CH:19]=[CH:18][C:17]([NH:20][C:21](=[O:40])[C@@H:22]([C:29]3[CH:34]=[CH:33][C:32]([S:35]([CH3:38])(=[O:37])=[O:36])=[C:31](Cl)[CH:30]=3)[CH2:23][CH:24]3[CH2:28][CH2:27][CH2:26][CH2:25]3)=[N:16]2)C=1)(C)(C)C.C(Cl)(=O)C(Cl)=O.NC1C=CN([CH2:54][C:55](C)([OH:57])[CH3:56])N=1.N1C(C)=CC=CC=1C. The yield is 0.750. (2) The yield is 0.560. The reactants are Br[C:2]1[CH:7]=[CH:6][C:5]([S:8]([NH:11][C:12]2[CH:21]=[C:20]([F:22])[C:15]([C:16]([O:18]C)=[O:17])=[C:14]([F:23])[CH:13]=2)(=[O:10])=[O:9])=[CH:4][CH:3]=1.F[C:25]1[CH:30]=[C:29](B(O)O)[CH:28]=[CH:27][N:26]=1.[C:34](=[O:37])([O-])[O-:35].[Na+].[Na+]. The product is [C:15]([O:35][C:34]([N:26]1[CH2:27][CH:28]=[C:29]([C:2]2[CH:3]=[CH:4][C:5]([S:8]([NH:11][C:12]3[CH:21]=[C:20]([F:22])[C:15]([C:16]([OH:18])=[O:17])=[C:14]([F:23])[CH:13]=3)(=[O:10])=[O:9])=[CH:6][CH:7]=2)[CH2:30][CH2:25]1)=[O:37])([CH3:20])([CH3:16])[CH3:14]. The catalyst is O1CCOCC1.C1C=CC(P(C2C=CC=CC=2)[C-]2C=CC=C2)=CC=1.C1C=CC(P(C2C=CC=CC=2)[C-]2C=CC=C2)=CC=1.Cl[Pd]Cl.[Fe+2]. (3) The reactants are [CH:1]1([CH2:7][CH2:8][CH2:9][O:10][C:11]2[CH:16]=[CH:15][N:14]([CH2:17][CH2:18][C:19]([CH3:34])([S:30]([CH3:33])(=[O:32])=[O:31])[C:20]([NH:22][O:23]C3CCCCO3)=[O:21])[C:13](=[O:35])[CH:12]=2)[CH2:6][CH2:5][CH2:4][CH2:3][CH2:2]1.C(Cl)Cl.O.Cl. The catalyst is O1CCOCC1. The product is [CH:1]1([CH2:7][CH2:8][CH2:9][O:10][C:11]2[CH:16]=[CH:15][N:14]([CH2:17][CH2:18][C:19]([CH3:34])([S:30]([CH3:33])(=[O:32])=[O:31])[C:20]([NH:22][OH:23])=[O:21])[C:13](=[O:35])[CH:12]=2)[CH2:2][CH2:3][CH2:4][CH2:5][CH2:6]1. The yield is 0.544. (4) The reactants are [CH2:1]([O:3][C:4]1[S:5][C:6]([C:17]([OH:19])=O)=[C:7]2[C:15]=1[C:14]1[N:13]([CH3:16])[N:12]=[CH:11][C:10]=1[CH2:9][CH2:8]2)[CH3:2].C1C=CC2N(O)N=[N:26]C=2C=1.N.CCN=C=NCCCN(C)C. The catalyst is CN(C=O)C. The product is [CH2:1]([O:3][C:4]1[S:5][C:6]([C:17]([NH2:26])=[O:19])=[C:7]2[C:15]=1[C:14]1[N:13]([CH3:16])[N:12]=[CH:11][C:10]=1[CH2:9][CH2:8]2)[CH3:2]. The yield is 0.830. (5) The reactants are [F:1][C:2]1[C:10]([O:11][CH2:12][C:13]2[S:14][CH:15]=[C:16]([C:18]3[CH:23]=[CH:22][C:21]([O:24]C)=[CH:20][CH:19]=3)[N:17]=2)=[CH:9][CH:8]=[C:7]([F:26])[C:3]=1[C:4]([NH2:6])=[O:5].B(Br)(Br)Br.C([O-])(O)=O.[Na+]. The catalyst is C(Cl)Cl. The product is [F:1][C:2]1[C:10]([O:11][CH2:12][C:13]2[S:14][CH:15]=[C:16]([C:18]3[CH:23]=[CH:22][C:21]([OH:24])=[CH:20][CH:19]=3)[N:17]=2)=[CH:9][CH:8]=[C:7]([F:26])[C:3]=1[C:4]([NH2:6])=[O:5]. The yield is 0.310. (6) The reactants are Cl.Cl.[CH3:3][Si:4]([CH3:31])([CH3:30])[CH2:5][CH2:6][O:7][CH2:8][N:9]1[C:13]2[N:14]=[CH:15][N:16]=[C:17]([C:18]3[CH:19]=[N:20][N:21]([C:23]4([CH2:27][C:28]#[N:29])[CH2:26][NH:25][CH2:24]4)[CH:22]=3)[C:12]=2[CH:11]=[CH:10]1.[CH3:32][CH:33]1[CH2:38][C:37](=O)[CH2:36][CH2:35][N:34]1[C:40]([O:42][C:43]([CH3:46])([CH3:45])[CH3:44])=[O:41].C(N(CC)C(C)C)(C)C.C(O[BH-](OC(=O)C)OC(=O)C)(=O)C.[Na+]. The catalyst is C1COCC1.[Cl-].[Na+].O. The product is [C:28]([CH2:27][C:23]1([N:21]2[CH:22]=[C:18]([C:17]3[C:12]4[CH:11]=[CH:10][N:9]([CH2:8][O:7][CH2:6][CH2:5][Si:4]([CH3:30])([CH3:3])[CH3:31])[C:13]=4[N:14]=[CH:15][N:16]=3)[CH:19]=[N:20]2)[CH2:24][N:25]([CH:37]2[CH2:36][CH2:35][N:34]([C:40]([O:42][C:43]([CH3:46])([CH3:45])[CH3:44])=[O:41])[CH:33]([CH3:32])[CH2:38]2)[CH2:26]1)#[N:29]. The yield is 0.810. (7) The product is [F:1][C:2]1[CH:7]=[CH:6][CH:5]=[C:4]([F:8])[C:3]=1[N:9]1[C:14]2[N:15]=[C:16]([NH:27][CH2:28][C:29]3[NH:42][N:41]=[N:40][N:30]=3)[N:17]=[C:18]([C:19]3[CH:24]=[CH:23][C:22]([F:25])=[CH:21][C:20]=3[CH3:26])[C:13]=2[CH:12]=[CH:11][C:10]1=[O:31]. The yield is 0.0960. The reactants are [F:1][C:2]1[CH:7]=[CH:6][CH:5]=[C:4]([F:8])[C:3]=1[N:9]1[C:14]2[N:15]=[C:16]([NH:27][CH2:28][C:29]#[N:30])[N:17]=[C:18]([C:19]3[CH:24]=[CH:23][C:22]([F:25])=[CH:21][C:20]=3[CH3:26])[C:13]=2[CH:12]=[CH:11][C:10]1=[O:31].Cl.C(N(CC)CC)C.[N-:40]=[N+:41]=[N-:42].[Na+]. No catalyst specified. (8) The catalyst is CO. The product is [CH:5]1[C:6]([CH2:7][CH2:8][C:9]2[C:13]3[C:14]([NH:16][C:17]([NH2:19])=[N:18][C:12]=3[NH:11][CH:10]=2)=[O:15])=[CH:1][CH:2]=[C:3]([C:20]([NH:22][C@@H:23]([C:29]([O-:31])=[O:30])[CH2:24][CH2:25][C:26]([O-:28])=[O:27])=[O:21])[CH:4]=1.[Na+:39].[Na+:39]. The yield is 0.760. The reactants are [CH:1]1[C:6]([CH2:7][CH2:8][C:9]2[C:13]3[C:14]([N:16]=[C:17]([NH2:19])[NH:18][C:12]=3[NH:11][CH:10]=2)=[O:15])=[CH:5][CH:4]=[C:3]([C:20]([NH:22][C@H:23]([C:29]([O-:31])=[O:30])[CH2:24][CH2:25][C:26]([O-:28])=[O:27])=[O:21])[CH:2]=1.O.O.O.O.O.O.O.[Na+:39].[Na+]. (9) The reactants are [CH3:1][C:2]1[C:3]([N+:16]([O-:18])=[O:17])=[C:4]([C:10]([N+:13]([O-:15])=[O:14])=[CH:11][CH:12]=1)[C:5]([O:7][CH2:8][CH3:9])=[O:6].C[C:20]([N:22]([CH3:24])[CH3:23])=O. The catalyst is CN(C=O)C. The product is [CH3:20][N:22]([CH3:24])/[CH:23]=[CH:1]/[C:2]1[C:3]([N+:16]([O-:18])=[O:17])=[C:4]([C:10]([N+:13]([O-:15])=[O:14])=[CH:11][CH:12]=1)[C:5]([O:7][CH2:8][CH3:9])=[O:6]. The yield is 0.580. (10) The reactants are [CH2:1]([C:3]1[CH:11]=[CH:10][C:6]([C:7](Cl)=[O:8])=[CH:5][CH:4]=1)[CH3:2].[NH:12]1[CH2:22][CH2:21][CH:15]([C:16]([O:18][CH2:19][CH3:20])=[O:17])[CH2:14][CH2:13]1. The catalyst is C(Cl)Cl. The product is [CH2:1]([C:3]1[CH:11]=[CH:10][C:6]([C:7]([N:12]2[CH2:22][CH2:21][CH:15]([C:16]([O:18][CH2:19][CH3:20])=[O:17])[CH2:14][CH2:13]2)=[O:8])=[CH:5][CH:4]=1)[CH3:2]. The yield is 0.950.